Dataset: Forward reaction prediction with 1.9M reactions from USPTO patents (1976-2016). Task: Predict the product of the given reaction. Given the reactants [CH:1]([O:4][C:5]1[CH:9]=[C:8]([C:10]([O:12][CH3:13])=[O:11])[NH:7][N:6]=1)([CH3:3])[CH3:2].C(=O)([O-])[O-].[K+].[K+].[Cl:20][C:21]1[CH:26]=[C:25]([Cl:27])[CH:24]=[CH:23][C:22]=1[CH:28](Cl)[CH3:29].CN(C)C=O, predict the reaction product. The product is: [Cl:20][C:21]1[CH:26]=[C:25]([Cl:27])[CH:24]=[CH:23][C:22]=1[CH:28]([N:7]1[C:8]([C:10]([O:12][CH3:13])=[O:11])=[CH:9][C:5]([O:4][CH:1]([CH3:3])[CH3:2])=[N:6]1)[CH3:29].